From a dataset of Forward reaction prediction with 1.9M reactions from USPTO patents (1976-2016). Predict the product of the given reaction. (1) Given the reactants Cl[C:2]1[C:3](=[O:18])[N:4]([CH2:14][CH2:15][S:16][CH3:17])[C:5](=[O:13])[C:6]=1[C:7]1[CH:12]=[CH:11][CH:10]=[CH:9][CH:8]=1.[CH3:19][O:20][C:21]1[CH:27]=[CH:26][C:24]([NH2:25])=[CH:23][CH:22]=1, predict the reaction product. The product is: [CH3:19][O:20][C:21]1[CH:27]=[CH:26][C:24]([NH:25][C:2]2[C:3](=[O:18])[N:4]([CH2:14][CH2:15][S:16][CH3:17])[C:5](=[O:13])[C:6]=2[C:7]2[CH:12]=[CH:11][CH:10]=[CH:9][CH:8]=2)=[CH:23][CH:22]=1. (2) Given the reactants [CH3:1][O:2][C:3](=[O:22])[CH2:4][CH2:5][CH2:6][CH2:7][CH2:8][CH2:9][CH2:10][CH2:11][CH2:12][CH2:13][CH2:14][CH2:15][CH2:16][CH2:17][C:18]([O:20]C)=[O:19].O.O.O.O.O.O.O.O.[OH-].[Ba+2].[OH-], predict the reaction product. The product is: [CH3:1][O:2][C:3](=[O:22])[CH2:4][CH2:5][CH2:6][CH2:7][CH2:8][CH2:9][CH2:10][CH2:11][CH2:12][CH2:13][CH2:14][CH2:15][CH2:16][CH2:17][C:18]([OH:20])=[O:19]. (3) Given the reactants [CH3:1][O:2][C:3]([CH:5]1[CH2:14][C:13](O)([C:15]([O:17][CH3:18])=[O:16])[C:12]2[C:7](=[C:8]([O:28][CH3:29])[CH:9]=[C:10]3[CH:22]=[C:21]([C:23]([O:25][CH2:26][CH3:27])=[O:24])[NH:20][C:11]3=2)[NH:6]1)=[O:4], predict the reaction product. The product is: [CH3:1][O:2][C:3]([C:5]1[CH:14]=[C:13]([C:15]([O:17][CH3:18])=[O:16])[C:12]2[C:7](=[C:8]([O:28][CH3:29])[CH:9]=[C:10]3[CH:22]=[C:21]([C:23]([O:25][CH2:26][CH3:27])=[O:24])[NH:20][C:11]3=2)[N:6]=1)=[O:4]. (4) Given the reactants [CH2:1]([N:3]1[C:8](=[O:9])[C:7]2[C:10]([CH3:16])=[C:11]([C:13]([OH:15])=O)[S:12][C:6]=2[NH:5][C:4]1=[O:17])[CH3:2].[NH2:18][CH2:19][CH2:20][OH:21].Cl.CN(C)CCCN=C=NCC.ON1C2C=CC=CC=2N=N1.C(N(CC)CC)C, predict the reaction product. The product is: [CH2:1]([N:3]1[C:8](=[O:9])[C:7]2[C:10]([CH3:16])=[C:11]([C:13]([NH:18][CH2:19][CH2:20][OH:21])=[O:15])[S:12][C:6]=2[NH:5][C:4]1=[O:17])[CH3:2].